Dataset: Catalyst prediction with 721,799 reactions and 888 catalyst types from USPTO. Task: Predict which catalyst facilitates the given reaction. (1) Reactant: [CH2:1]([NH:8][C:9](=[O:38])[C:10]1[CH:15]=[CH:14][C:13]([C:16]2[N:20]([C:21]3[CH:26]=[CH:25][C:24]([O:27]C4CCCCO4)=[CH:23][CH:22]=3)[C:19]3[CH:34]=[CH:35][CH:36]=[CH:37][C:18]=3[N:17]=2)=[CH:12][CH:11]=1)[C:2]1[CH:7]=[CH:6][CH:5]=[CH:4][CH:3]=1.C(O)(C(F)(F)F)=O.C([SiH](CC)CC)C. Product: [CH2:1]([NH:8][C:9](=[O:38])[C:10]1[CH:11]=[CH:12][C:13]([C:16]2[N:20]([C:21]3[CH:22]=[CH:23][C:24]([OH:27])=[CH:25][CH:26]=3)[C:19]3[CH:34]=[CH:35][CH:36]=[CH:37][C:18]=3[N:17]=2)=[CH:14][CH:15]=1)[C:2]1[CH:7]=[CH:6][CH:5]=[CH:4][CH:3]=1. The catalyst class is: 2. (2) Reactant: [CH3:1][O:2][C:3]1[CH:8]=[CH:7][CH:6]=[CH:5][C:4]=1[C:9]1[C:10]2[N:11]([N:15]=[C:16]([NH:18][C:19]3[CH:33]=[CH:32][C:22]4[CH2:23][CH2:24][N:25]([CH2:28][CH2:29]SC)[CH2:26][CH2:27][C:21]=4[CH:20]=3)[N:17]=2)[CH:12]=[CH:13][CH:14]=1.O[O:35][S:36]([O-:38])=O.[K+].[CH3:40]O. Product: [CH3:40][S:36]([CH2:29][CH2:28][N:25]1[CH2:24][CH2:23][C:22]2[CH:32]=[CH:33][C:19]([NH:18][C:16]3[N:17]=[C:10]4[C:9]([C:4]5[CH:5]=[CH:6][CH:7]=[CH:8][C:3]=5[O:2][CH3:1])=[CH:14][CH:13]=[CH:12][N:11]4[N:15]=3)=[CH:20][C:21]=2[CH2:27][CH2:26]1)(=[O:38])=[O:35]. The catalyst class is: 6. (3) Reactant: [C:1]([C:3]1[CH:4]=[C:5]2[C:10](=[CH:11][C:12]=1[O:13][C:14]1[CH:39]=[CH:38][C:17]([C:18]([NH:20][C:21]3[CH:30]=[C:29]4[C:24]([CH2:25][CH2:26][N:27]([C:31]([O:33][C:34]([CH3:37])([CH3:36])[CH3:35])=[O:32])[CH2:28]4)=[CH:23][CH:22]=3)=[O:19])=[CH:16][CH:15]=1)[O:9][CH2:8][CH2:7][CH:6]2[C:40]([O:42]C)=[O:41])#[N:2].[OH-].[Na+]. Product: [C:34]([O:33][C:31]([N:27]1[CH2:26][CH2:25][C:24]2[C:29](=[CH:30][C:21]([NH:20][C:18]([C:17]3[CH:38]=[CH:39][C:14]([O:13][C:12]4[CH:11]=[C:10]5[C:5]([CH:6]([C:40]([OH:42])=[O:41])[CH2:7][CH2:8][O:9]5)=[CH:4][C:3]=4[C:1]#[N:2])=[CH:15][CH:16]=3)=[O:19])=[CH:22][CH:23]=2)[CH2:28]1)=[O:32])([CH3:37])([CH3:35])[CH3:36]. The catalyst class is: 111. (4) Reactant: [C:1](=[C:4]([CH2:6][CH:7]([CH2:13][CH:14]=[CH2:15])[CH2:8][O:9]COC)[F:5])([F:3])[F:2].CO.Cl. Product: [C:1](=[C:4]([CH2:6][CH:7]([CH2:13][CH:14]=[CH2:15])[CH2:8][OH:9])[F:5])([F:3])[F:2]. The catalyst class is: 6.